From a dataset of Full USPTO retrosynthesis dataset with 1.9M reactions from patents (1976-2016). Predict the reactants needed to synthesize the given product. (1) Given the product [CH3:1][C:2]1([CH2:7][CH2:8][CH2:9][C:10]23[CH2:11][CH2:12][C:13]([C:18]([OH:20])=[O:19])([CH2:16][CH2:17]2)[CH2:14][CH2:15]3)[O:6][CH2:5][CH2:4][O:3]1, predict the reactants needed to synthesize it. The reactants are: [CH3:1][C:2]1([CH2:7][CH2:8][CH2:9][C:10]23[CH2:17][CH2:16][C:13]([C:18]([O:20]C)=[O:19])([CH2:14][CH2:15]2)[CH2:12][CH2:11]3)[O:6][CH2:5][CH2:4][O:3]1.CO.[OH-].[K+].Cl. (2) Given the product [Cl:1][C:2]1[N:7]=[C:6]([CH3:8])[N:5]=[C:4]([O:9][C:10]2[CH:11]=[CH:12][C:13]([CH2:16][S:17]([N:20]([CH3:21])[C:22](=[O:36])[O:31][C:32]([CH3:33])([CH3:34])[CH3:35])(=[O:19])=[O:18])=[CH:14][CH:15]=2)[CH:3]=1, predict the reactants needed to synthesize it. The reactants are: [Cl:1][C:2]1[N:7]=[C:6]([CH3:8])[N:5]=[C:4]([O:9][C:10]2[CH:15]=[CH:14][C:13]([CH2:16][S:17]([NH:20][CH3:21])(=[O:19])=[O:18])=[CH:12][CH:11]=2)[CH:3]=1.[C:22](=[O:36])([O:31][C:32]([CH3:35])([CH3:34])[CH3:33])O[C:22]([O:31][C:32]([CH3:35])([CH3:34])[CH3:33])=[O:36]. (3) Given the product [F:13][C:12]([F:14])([F:15])[C:7]1[CH:8]=[CH:9][CH:10]=[CH:11][C:6]=1[CH2:5][CH2:4][NH2:1], predict the reactants needed to synthesize it. The reactants are: [N+:1]([CH:4]=[CH:5][C:6]1[CH:11]=[CH:10][CH:9]=[CH:8][C:7]=1[C:12]([F:15])([F:14])[F:13])([O-])=O.[H-].[Al+3].[Li+].[H-].[H-].[H-]. (4) Given the product [CH2:37]([O:22][C:19]1[CH:18]=[CH:17][C:16]([C:14]2[N:15]=[C:8]3[C:7]([NH:6][CH:1]4[CH2:5][CH2:4][CH2:3][CH2:2]4)=[CH:12][CH:11]=[CH:10][N:9]3[C:13]=2[C:23]2[CH:28]=[CH:27][N:26]=[C:25]([NH:29][CH:30]3[CH2:34][CH2:33][CH2:32][CH2:31]3)[N:24]=2)=[CH:21][CH:20]=1)[CH:36]=[CH2:35], predict the reactants needed to synthesize it. The reactants are: [CH:1]1([NH:6][C:7]2[C:8]3[N:9]([C:13]([C:23]4[CH:28]=[CH:27][N:26]=[C:25]([NH:29][CH:30]5[CH2:34][CH2:33][CH2:32][CH2:31]5)[N:24]=4)=[C:14]([C:16]4[CH:21]=[CH:20][C:19]([OH:22])=[CH:18][CH:17]=4)[N:15]=3)[CH:10]=[CH:11][CH:12]=2)[CH2:5][CH2:4][CH2:3][CH2:2]1.[CH2:35](Br)[CH:36]=[CH2:37].C(=O)([O-])[O-].[Cs+].[Cs+].O. (5) Given the product [CH2:22]([C@H:21]([NH:29][C:30]([C:32]1[CH:37]=[N:36][CH:35]=[CH:34][N:33]=1)=[O:31])[C:20]([NH:19][C@H:14]([B:13]1[O:1][C@@H:2]([CH3:7])[CH2:3][C:4](=[O:6])[O:5]1)[CH2:15][CH:16]([CH3:18])[CH3:17])=[O:38])[C:23]1[CH:28]=[CH:27][CH:26]=[CH:25][CH:24]=1, predict the reactants needed to synthesize it. The reactants are: [OH:1][C@@H:2]([CH3:7])[CH2:3][C:4]([OH:6])=[O:5].O1[B:13]([C@@H:14]([NH:19][C:20](=[O:38])[C@@H:21]([NH:29][C:30]([C:32]2[CH:37]=[N:36][CH:35]=[CH:34][N:33]=2)=[O:31])[CH2:22][C:23]2[CH:28]=[CH:27][CH:26]=[CH:25][CH:24]=2)[CH2:15][CH:16]([CH3:18])[CH3:17])O[B:13]([C@@H:14]([NH:19][C:20](=[O:38])[C@@H:21]([NH:29][C:30]([C:32]2[CH:37]=[N:36][CH:35]=[CH:34][N:33]=2)=[O:31])[CH2:22][C:23]2[CH:28]=[CH:27][CH:26]=[CH:25][CH:24]=2)[CH2:15][CH:16]([CH3:18])[CH3:17])O[B:13]1[C@@H:14]([NH:19][C:20](=[O:38])[C@@H:21]([NH:29][C:30]([C:32]1[CH:37]=[N:36][CH:35]=[CH:34][N:33]=1)=[O:31])[CH2:22][C:23]1[CH:28]=[CH:27][CH:26]=[CH:25][CH:24]=1)[CH2:15][CH:16]([CH3:18])[CH3:17]. (6) Given the product [CH3:7][O:8][C:9]1[CH:22]=[CH:21][C:12]([CH2:13][C@H:14]([CH:18]([CH3:20])[CH3:19])[CH2:15][OH:16])=[CH:11][C:10]=1[O:23][CH2:24][CH2:25][CH2:26][O:27][CH3:28], predict the reactants needed to synthesize it. The reactants are: [H-].[Al+3].[Li+].[H-].[H-].[H-].[CH3:7][O:8][C:9]1[CH:22]=[CH:21][C:12]([CH2:13][C@H:14]([CH:18]([CH3:20])[CH3:19])[C:15](O)=[O:16])=[CH:11][C:10]=1[O:23][CH2:24][CH2:25][CH2:26][O:27][CH3:28].[Mn]([O-])(=O)(=O)=O.[K+].[OH-].[Na+]. (7) Given the product [CH3:27][C:23]1[CH:22]=[C:21]([C:19](=[O:20])[CH2:18][CH:17]([C:14]2[CH:15]=[CH:16][C:11]([C:8]3[O:7][C:6]([CH2:5][C:4]([OH:35])=[O:3])=[N:10][N:9]=3)=[CH:12][CH:13]=2)[C:28]2[CH:33]=[CH:32][CH:31]=[CH:30][C:29]=2[CH3:34])[CH:26]=[CH:25][N:24]=1, predict the reactants needed to synthesize it. The reactants are: C([O:3][C:4](=[O:35])[CH2:5][C:6]1[O:7][C:8]([C:11]2[CH:16]=[CH:15][C:14]([CH:17]([C:28]3[CH:33]=[CH:32][CH:31]=[CH:30][C:29]=3[CH3:34])[CH2:18][C:19]([C:21]3[CH:26]=[CH:25][N:24]=[C:23]([CH3:27])[CH:22]=3)=[O:20])=[CH:13][CH:12]=2)=[N:9][N:10]=1)C.C(=O)([O-])O.[Na+].Cl. (8) Given the product [ClH:18].[Cl:18][CH2:2][C:3]1[C:8]([CH3:9])=[C:7]([O:10][CH2:11][C:12]([F:15])([F:14])[F:13])[CH:6]=[CH:5][N:4]=1, predict the reactants needed to synthesize it. The reactants are: O[CH2:2][C:3]1[C:8]([CH3:9])=[C:7]([O:10][CH2:11][C:12]([F:15])([F:14])[F:13])[CH:6]=[CH:5][N:4]=1.S(Cl)([Cl:18])=O. (9) The reactants are: [CH3:1][O:2][C:3]1[CH:11]=[CH:10][C:9]([C:12]2[CH:13]=[N:14][C:15]([O:22][C:23]3[C:32]4[CH2:31][CH2:30][CH2:29][CH2:28][C:27]=4[CH:26]=[CH:25][CH:24]=3)=[C:16]([N+:19]([O-])=O)[C:17]=2[CH3:18])=[CH:8][C:4]=1[C:5]([OH:7])=[O:6].O.[Cl-].[NH4+]. Given the product [NH2:19][C:16]1[C:17]([CH3:18])=[C:12]([C:9]2[CH:10]=[CH:11][C:3]([O:2][CH3:1])=[C:4]([CH:8]=2)[C:5]([OH:7])=[O:6])[CH:13]=[N:14][C:15]=1[O:22][C:23]1[C:32]2[CH2:31][CH2:30][CH2:29][CH2:28][C:27]=2[CH:26]=[CH:25][CH:24]=1, predict the reactants needed to synthesize it. (10) Given the product [C:34]([O:33][C:31]([N:28]1[CH2:27][CH2:26][N:25]([C:23]([C:20]2[CH:19]=[CH:18][C:17]3[C:22](=[C:13]([C:10]4[CH:9]=[CH:8][C:7]([C:5]5[CH:4]=[N:3][N:2]([CH3:1])[CH:6]=5)=[CH:12][CH:11]=4)[CH:14]=[N+:15]([O-:43])[CH:16]=3)[N:21]=2)=[O:24])[CH2:30][CH2:29]1)=[O:32])([CH3:37])([CH3:36])[CH3:35], predict the reactants needed to synthesize it. The reactants are: [CH3:1][N:2]1[CH:6]=[C:5]([C:7]2[CH:12]=[CH:11][C:10]([C:13]3[CH:14]=[N:15][CH:16]=[C:17]4[C:22]=3[N:21]=[C:20]([C:23]([N:25]3[CH2:30][CH2:29][N:28]([C:31]([O:33][C:34]([CH3:37])([CH3:36])[CH3:35])=[O:32])[CH2:27][CH2:26]3)=[O:24])[CH:19]=[CH:18]4)=[CH:9][CH:8]=2)[CH:4]=[N:3]1.ClC1C=C(C=CC=1)C(OO)=[O:43].